From a dataset of Peptide-MHC class II binding affinity with 134,281 pairs from IEDB. Regression. Given a peptide amino acid sequence and an MHC pseudo amino acid sequence, predict their binding affinity value. This is MHC class II binding data. (1) The peptide sequence is CADILAIASRVLVTM. The MHC is DRB1_0301 with pseudo-sequence DRB1_0301. The binding affinity (normalized) is 0.283. (2) The peptide sequence is ERTVRVLDTVEKWLA. The MHC is DRB1_1101 with pseudo-sequence DRB1_1101. The binding affinity (normalized) is 0. (3) The peptide sequence is YPFIEQEGPEFFDQE. The binding affinity (normalized) is 0.0319. The MHC is H-2-IAb with pseudo-sequence H-2-IAb. (4) The peptide sequence is GVAQGGVFHTMWHVT. The MHC is HLA-DQA10201-DQB10402 with pseudo-sequence HLA-DQA10201-DQB10402. The binding affinity (normalized) is 0.501.